Predict the reactants needed to synthesize the given product. From a dataset of Full USPTO retrosynthesis dataset with 1.9M reactions from patents (1976-2016). (1) Given the product [CH:51]1([O:57][C:58](=[O:64])[O:59][CH:60]([O:16][C:14]2[N:13]([C:17]3[N:18]=[CH:19][CH:20]=[CH:21][N:22]=3)[N:12]=[C:11]([C@H:10]([NH:9][C:6]3[CH:7]=[CH:8][C:3]([C:2]([NH2:1])=[N:36][C:37](=[O:44])[C:38]4[CH:39]=[CH:40][CH:41]=[CH:42][CH:43]=4)=[CH:4][CH:5]=3)[C:23]3[CH:28]=[C:27]([O:29][CH3:30])[CH:26]=[C:25]([O:31][CH2:32][CH2:33][OH:34])[C:24]=3[F:35])[N:15]=2)[CH2:61][CH3:62])[CH2:56][CH2:55][CH2:54][CH2:53][CH2:52]1, predict the reactants needed to synthesize it. The reactants are: [NH2:1][C:2](=[N:36][C:37](=[O:44])[C:38]1[CH:43]=[CH:42][CH:41]=[CH:40][CH:39]=1)[C:3]1[CH:8]=[CH:7][C:6]([NH:9][C@H:10]([C:23]2[CH:28]=[C:27]([O:29][CH3:30])[CH:26]=[C:25]([O:31][CH2:32][CH2:33][OH:34])[C:24]=2[F:35])[C:11]2[NH:15][C:14](=[O:16])[N:13]([C:17]3[N:22]=[CH:21][CH:20]=[CH:19][N:18]=3)[N:12]=2)=[CH:5][CH:4]=1.CC(N(C)C)=O.[CH:51]1([O:57][C:58](=[O:64])[O:59][CH:60](Cl)[CH2:61][CH3:62])[CH2:56][CH2:55][CH2:54][CH2:53][CH2:52]1.C(=O)([O-])O.[K+]. (2) Given the product [C:10]([O:14][C:15]([NH:4][C@H:3]([C:5]([OH:7])=[O:6])[C:2]([OH:1])([CH3:9])[CH3:8])=[O:16])([CH3:13])([CH3:12])[CH3:11], predict the reactants needed to synthesize it. The reactants are: [OH:1][C:2]([CH3:9])([CH3:8])[C@@H:3]([C:5]([OH:7])=[O:6])[NH2:4].[C:10]([O:14][C:15](O[C:15]([O:14][C:10]([CH3:13])([CH3:12])[CH3:11])=[O:16])=[O:16])([CH3:13])([CH3:12])[CH3:11].[OH-].[Na+].Cl.